This data is from Forward reaction prediction with 1.9M reactions from USPTO patents (1976-2016). The task is: Predict the product of the given reaction. The product is: [CH3:12][O:11][C:8]1[CH:9]=[CH:10][C:2]([B:13]2[O:17][C:16]([CH3:19])([CH3:18])[C:15]([CH3:21])([CH3:20])[O:14]2)=[C:3]2[C:7]=1[NH:6][CH:5]=[CH:4]2. Given the reactants Br[C:2]1[CH:10]=[CH:9][C:8]([O:11][CH3:12])=[C:7]2[C:3]=1[CH:4]=[CH:5][NH:6]2.[B:13]1([B:13]2[O:17][C:16]([CH3:19])([CH3:18])[C:15]([CH3:21])([CH3:20])[O:14]2)[O:17][C:16]([CH3:19])([CH3:18])[C:15]([CH3:21])([CH3:20])[O:14]1.CC([O-])=O.[K+], predict the reaction product.